This data is from NCI-60 drug combinations with 297,098 pairs across 59 cell lines. The task is: Regression. Given two drug SMILES strings and cell line genomic features, predict the synergy score measuring deviation from expected non-interaction effect. (1) Drug 2: C1CN1C2=NC(=NC(=N2)N3CC3)N4CC4. Cell line: HT29. Synergy scores: CSS=24.4, Synergy_ZIP=-6.58, Synergy_Bliss=-0.370, Synergy_Loewe=-11.0, Synergy_HSA=-2.13. Drug 1: CC1=C(C(CCC1)(C)C)C=CC(=CC=CC(=CC(=O)O)C)C. (2) Drug 1: CC1=CC=C(C=C1)C2=CC(=NN2C3=CC=C(C=C3)S(=O)(=O)N)C(F)(F)F. Drug 2: C1=NNC2=C1C(=O)NC=N2. Cell line: HOP-62. Synergy scores: CSS=0.764, Synergy_ZIP=4.83, Synergy_Bliss=0.667, Synergy_Loewe=-3.79, Synergy_HSA=-7.05.